From a dataset of Peptide-MHC class I binding affinity with 185,985 pairs from IEDB/IMGT. Regression. Given a peptide amino acid sequence and an MHC pseudo amino acid sequence, predict their binding affinity value. This is MHC class I binding data. (1) The peptide sequence is HEFVDEFYAY. The binding affinity (normalized) is 0.179. The MHC is HLA-B45:01 with pseudo-sequence HLA-B45:01. (2) The peptide sequence is ITWYSRNFW. The MHC is Mamu-A02 with pseudo-sequence Mamu-A02. The binding affinity (normalized) is 0.555. (3) The peptide sequence is QVSDVDKLV. The MHC is HLA-A02:01 with pseudo-sequence HLA-A02:01. The binding affinity (normalized) is 0. (4) The peptide sequence is QMNSLRAEDTA. The MHC is HLA-A02:03 with pseudo-sequence HLA-A02:03. The binding affinity (normalized) is 0.588. (5) The peptide sequence is RAEDTAVY. The MHC is HLA-A26:01 with pseudo-sequence HLA-A26:01. The binding affinity (normalized) is 0. (6) The peptide sequence is LMMILPAALA. The MHC is HLA-A02:17 with pseudo-sequence HLA-A02:17. The binding affinity (normalized) is 0.305. (7) The peptide sequence is NYIDKVRFL. The MHC is HLA-C06:02 with pseudo-sequence HLA-C06:02. The binding affinity (normalized) is 0.872.